Dataset: Forward reaction prediction with 1.9M reactions from USPTO patents (1976-2016). Task: Predict the product of the given reaction. (1) Given the reactants [CH2:1]([C:3]([C:25]1[CH:38]=[CH:37][C:28]([O:29][CH2:30][C@H:31]2[O:35][C:34](=[O:36])[CH2:33][CH2:32]2)=[C:27]([CH3:39])[CH:26]=1)([C:6]1[CH:11]=[CH:10][C:9](/[CH:12]=[CH:13]/[C:14]([OH:23])([C:19]([F:22])([F:21])[F:20])[C:15]([F:18])([F:17])[F:16])=[C:8]([CH3:24])[CH:7]=1)[CH2:4][CH3:5])[CH3:2], predict the reaction product. The product is: [CH2:1]([C:3]([C:25]1[CH:38]=[CH:37][C:28]([O:29][CH2:30][C@H:31]2[O:35][C:34](=[O:36])[CH2:33][CH2:32]2)=[C:27]([CH3:39])[CH:26]=1)([C:6]1[CH:11]=[CH:10][C:9]([CH2:12][CH2:13][C:14]([OH:23])([C:15]([F:17])([F:18])[F:16])[C:19]([F:22])([F:21])[F:20])=[C:8]([CH3:24])[CH:7]=1)[CH2:4][CH3:5])[CH3:2]. (2) Given the reactants [Cl:1][C:2]1[CH:3]=[C:4]([OH:12])[CH:5]=[CH:6][C:7]=1[C:8]([F:11])([F:10])[F:9].[Cl:13][C:14]1[C:15](F)=[CH:16][C:17]([F:27])=[C:18]([CH:26]=1)[C:19]([NH:21][S:22]([CH3:25])(=[O:24])=[O:23])=[O:20].C(=O)([O-])[O-].[K+].[K+], predict the reaction product. The product is: [Cl:13][C:14]1[C:15]([O:12][C:4]2[CH:5]=[CH:6][C:7]([C:8]([F:10])([F:11])[F:9])=[C:2]([Cl:1])[CH:3]=2)=[CH:16][C:17]([F:27])=[C:18]([CH:26]=1)[C:19]([NH:21][S:22]([CH3:25])(=[O:23])=[O:24])=[O:20]. (3) Given the reactants [F:1][C:2]1[CH:7]=[CH:6][C:5]([CH3:8])=[CH:4][C:3]=1[OH:9].Cl[C:11]1[CH:12]=[CH:13][C:14]([N+:26]([O-:28])=[O:27])=[C:15]([CH2:17][NH:18][C:19](=[O:25])[O:20][C:21]([CH3:24])([CH3:23])[CH3:22])[CH:16]=1.[H-].[Na+], predict the reaction product. The product is: [C:21]([O:20][C:19](=[O:25])[NH:18][CH2:17][C:15]1[CH:16]=[C:11]([O:9][C:3]2[CH:4]=[C:5]([CH3:8])[CH:6]=[CH:7][C:2]=2[F:1])[CH:12]=[CH:13][C:14]=1[N+:26]([O-:28])=[O:27])([CH3:24])([CH3:22])[CH3:23]. (4) Given the reactants [Br:1][C:2]1[N:7]=[C:6]2[CH:8]=[CH:9][NH:10][C:5]2=[CH:4][CH:3]=1.[C:11]1([S:17](Cl)(=[O:19])=[O:18])[CH:16]=[CH:15][CH:14]=[CH:13][CH:12]=1.[OH-].[Na+].C([O-])(O)=O.[Na+], predict the reaction product. The product is: [Br:1][C:2]1[N:7]=[C:6]2[CH:8]=[CH:9][N:10]([S:17]([C:11]3[CH:16]=[CH:15][CH:14]=[CH:13][CH:12]=3)(=[O:19])=[O:18])[C:5]2=[CH:4][CH:3]=1. (5) Given the reactants [H][H].S.[C:4]1(=[O:11])[NH:10][CH2:9][CH2:8][CH2:7][CH2:6][CH2:5]1.[C:12](#N)C, predict the reaction product. The product is: [CH3:12][CH:4]1[CH2:5][CH2:6][CH:7]([CH3:8])[O:11]1.[C:4]1(=[O:11])[NH:10][CH2:9][CH2:8][CH2:7][CH2:6][CH2:5]1. (6) Given the reactants [Cl:1][C:2]1[CH:9]=[C:8]([OH:10])[CH:7]=[CH:6][C:3]=1[C:4]#[N:5].FC(F)(F)S(O)(=O)=O.[Br:19]N1C(=O)CCC1=O, predict the reaction product. The product is: [Br:19][C:7]1[C:8]([OH:10])=[CH:9][C:2]([Cl:1])=[C:3]([CH:6]=1)[C:4]#[N:5].